This data is from Peptide-MHC class I binding affinity with 185,985 pairs from IEDB/IMGT. The task is: Regression. Given a peptide amino acid sequence and an MHC pseudo amino acid sequence, predict their binding affinity value. This is MHC class I binding data. (1) The peptide sequence is TIIGRRLQR. The MHC is HLA-A33:01 with pseudo-sequence HLA-A33:01. The binding affinity (normalized) is 0.442. (2) The peptide sequence is IRFPHYFYY. The MHC is Mamu-B17 with pseudo-sequence Mamu-B17. The binding affinity (normalized) is 0.642. (3) The peptide sequence is VLWAHGFEL. The MHC is HLA-A02:02 with pseudo-sequence HLA-A02:02. The binding affinity (normalized) is 0.551. (4) The MHC is H-2-Kb with pseudo-sequence H-2-Kb. The binding affinity (normalized) is 0. The peptide sequence is DAKAYDTEV. (5) The peptide sequence is MEEEKRWIAV. The MHC is Mamu-A11 with pseudo-sequence Mamu-A11. The binding affinity (normalized) is 0.400. (6) The binding affinity (normalized) is 0.0978. The peptide sequence is PEFYEAMYT. The MHC is HLA-B44:02 with pseudo-sequence HLA-B44:02. (7) The peptide sequence is KCWLVSNGSY. The MHC is HLA-A01:01 with pseudo-sequence HLA-A01:01. The binding affinity (normalized) is 0.136. (8) The peptide sequence is YVNAILYQI. The MHC is HLA-A02:06 with pseudo-sequence HLA-A02:06. The binding affinity (normalized) is 0.511. (9) The peptide sequence is NPTVEAGRTL. The MHC is HLA-B07:02 with pseudo-sequence HLA-B07:02. The binding affinity (normalized) is 0.314. (10) The peptide sequence is PTAPPAGAAH. The MHC is HLA-A68:01 with pseudo-sequence HLA-A68:01. The binding affinity (normalized) is 0.